This data is from Forward reaction prediction with 1.9M reactions from USPTO patents (1976-2016). The task is: Predict the product of the given reaction. (1) Given the reactants [OH:1][C@H:2]([CH2:16][OH:17])[CH2:3][O:4][C:5]1[CH:10]=[CH:9][CH:8]=[CH:7][C:6]=1[CH2:11][CH2:12][CH2:13][CH2:14][NH2:15].C(NCCCCC1C=CC=CC=1OC[C@@H](O)CO)(OCC1C=CC=CC=1)=O, predict the reaction product. The product is: [OH:1][C@@H:2]([CH2:16][OH:17])[CH2:3][O:4][C:5]1[CH:10]=[CH:9][CH:8]=[CH:7][C:6]=1[CH2:11][CH2:12][CH2:13][CH2:14][NH2:15]. (2) Given the reactants [OH:1][C:2]1[C:11]2[C:6](=[N:7][CH:8]=[CH:9][CH:10]=2)[N:5]([CH2:12][CH2:13][CH:14]([CH3:16])[CH3:15])[C:4](=[O:17])[C:3]=1[C:18]1[NH:23][C:22]2[CH:24]=[CH:25][C:26]([NH:28][S:29]([N:32]3[CH2:36]COC3=O)(=[O:31])=[O:30])=[CH:27][C:21]=2[S:20](=[O:39])(=[O:38])[N:19]=1.[C:40]([N:47]1C[CH2:50][CH:49](N)[CH2:48]1)([O:42][C:43]([CH3:46])([CH3:45])[CH3:44])=[O:41], predict the reaction product. The product is: [OH:1][C:2]1[C:11]2[C:6](=[N:7][CH:8]=[CH:9][CH:10]=2)[N:5]([CH2:12][CH2:13][CH:14]([CH3:16])[CH3:15])[C:4](=[O:17])[C:3]=1[C:18]1[NH:23][C:22]2[CH:24]=[CH:25][C:26]([NH:28][S:29]([N:32]3[CH2:50][CH2:49][CH:48]([NH:47][C:40](=[O:41])[O:42][C:43]([CH3:46])([CH3:45])[CH3:44])[CH2:36]3)(=[O:31])=[O:30])=[CH:27][C:21]=2[S:20](=[O:38])(=[O:39])[N:19]=1. (3) Given the reactants [Br:1][C:2]1[CH:7]=[CH:6][C:5]([N:8]2[C:13](=[O:14])[C:12]3[CH:15]=[N:16][NH:17][C:11]=3[N:10]=[C:9]2[C:18]2[CH:23]=[CH:22][CH:21]=[CH:20][C:19]=2[F:24])=[CH:4][CH:3]=1.[N:25]1([C:31](Cl)=[O:32])[CH2:30][CH2:29][O:28][CH2:27][CH2:26]1, predict the reaction product. The product is: [Br:1][C:2]1[CH:3]=[CH:4][C:5]([N:8]2[C:13](=[O:14])[C:12]3[CH:15]=[N:16][N:17]([C:31]([N:25]4[CH2:30][CH2:29][O:28][CH2:27][CH2:26]4)=[O:32])[C:11]=3[N:10]=[C:9]2[C:18]2[CH:23]=[CH:22][CH:21]=[CH:20][C:19]=2[F:24])=[CH:6][CH:7]=1. (4) The product is: [C:1]1([C:7]2[CH:11]=[C:10]([C:12]([OH:14])=[O:13])[NH:9][N:8]=2)[CH:2]=[CH:3][CH:4]=[CH:5][CH:6]=1. Given the reactants [C:1]1([C:7]2[CH:11]=[C:10]([C:12]([O:14]C)=[O:13])[NH:9][N:8]=2)[CH:6]=[CH:5][CH:4]=[CH:3][CH:2]=1.[Li+].[OH-].Cl, predict the reaction product. (5) Given the reactants [Si]([N-][Si](C)(C)C)(C)(C)C.[Li+].[CH3:11][O:12][C:13]1[CH:22]=[C:21]2[C:16]([CH2:17][CH2:18][CH2:19][C:20]2=[O:23])=[CH:15][CH:14]=1.I[CH3:25], predict the reaction product. The product is: [CH3:25][CH:19]1[CH2:18][CH2:17][C:16]2[C:21](=[CH:22][C:13]([O:12][CH3:11])=[CH:14][CH:15]=2)[C:20]1=[O:23]. (6) Given the reactants Br[C:2]1[CH:10]=[C:9]2[C:5]([CH:6]=[N:7][NH:8]2)=[CH:4][CH:3]=1.CCN(CC)CC.[CH3:18][O:19][C:20](=[O:46])[C@@H:21]([NH:31][C:32]([C:34]1[C:35]([CH3:45])=[N:36][C:37]([NH:41][CH2:42][C:43]#[CH:44])=[N:38][C:39]=1[CH3:40])=[O:33])[CH2:22][NH:23][C:24]([C:26]1[S:27][CH:28]=[CH:29][CH:30]=1)=[O:25], predict the reaction product. The product is: [CH3:18][O:19][C:20](=[O:46])[C@@H:21]([NH:31][C:32]([C:34]1[C:39]([CH3:40])=[N:38][C:37]([NH:41][CH2:42][C:43]#[C:44][C:2]2[CH:10]=[C:9]3[C:5]([CH:6]=[N:7][NH:8]3)=[CH:4][CH:3]=2)=[N:36][C:35]=1[CH3:45])=[O:33])[CH2:22][NH:23][C:24]([C:26]1[S:27][CH:28]=[CH:29][CH:30]=1)=[O:25]. (7) Given the reactants [Cl:1][C:2]1[CH:3]=[C:4]([CH:8]=[C:9]([O:11][Si:12]([C:15]([CH3:18])([CH3:17])[CH3:16])([CH3:14])[CH3:13])[CH:10]=1)[C:5]([OH:7])=O.C(N(CC)CC)C.O=C1N(P(Cl)(N2CCOC2=O)=O)CCO1.[CH2:41]([NH:44][CH:45]1[CH2:49][CH2:48][CH2:47][CH2:46]1)[CH:42]=[CH2:43], predict the reaction product. The product is: [Cl:1][C:2]1[CH:3]=[C:4]([C:5]([N:44]([CH:45]2[CH2:49][CH2:48][CH2:47][CH2:46]2)[CH2:41][CH:42]=[CH2:43])=[O:7])[CH:8]=[C:9]([O:11][Si:12]([C:15]([CH3:18])([CH3:17])[CH3:16])([CH3:14])[CH3:13])[CH:10]=1. (8) Given the reactants C([O:8][C:9]1[CH:10]=[CH:11][CH:12]=[C:13]2[C:18]=1[N:17]=[C:16]([O:19][CH3:20])[CH:15]=[CH:14]2)C1C=CC=CC=1, predict the reaction product. The product is: [OH:8][C:9]1[CH:10]=[CH:11][CH:12]=[C:13]2[C:18]=1[N:17]=[C:16]([O:19][CH3:20])[CH:15]=[CH:14]2. (9) The product is: [CH2:1]([C@H:4]1[C@:5]([C:23]2[CH:28]=[C:27]([N+:29]([O-:31])=[O:30])[CH:26]=[CH:25][C:24]=2[F:32])([CH3:22])[N:6]=[C:7]([N:14]([C:33]([O:35][C:36]([CH3:39])([CH3:38])[CH3:37])=[O:34])[C:15](=[O:21])[O:16][C:17]([CH3:20])([CH3:18])[CH3:19])[C:8]([CH3:12])([CH3:13])[S:9]1(=[O:11])=[O:10])[CH:2]=[CH2:3]. Given the reactants [CH2:1]([C@@H:4]1[S:9](=[O:11])(=[O:10])[C:8]([CH3:13])([CH3:12])[C:7]([NH:14][C:15](=[O:21])[O:16][C:17]([CH3:20])([CH3:19])[CH3:18])=[N:6][C@@:5]1([C:23]1[CH:28]=[C:27]([N+:29]([O-:31])=[O:30])[CH:26]=[CH:25][C:24]=1[F:32])[CH3:22])[CH:2]=[CH2:3].[C:33](O[C:33]([O:35][C:36]([CH3:39])([CH3:38])[CH3:37])=[O:34])([O:35][C:36]([CH3:39])([CH3:38])[CH3:37])=[O:34].C(N(CC)CC)C, predict the reaction product. (10) Given the reactants [CH2:1]([O:4][C:5]([NH:7][C@@H:8]([CH:19]([CH3:21])[CH3:20])[C:9]([O:11]N1C(=O)CCC1=O)=O)=[O:6])[CH:2]=[CH2:3].[NH2:22][C@H:23]([C:25]([OH:27])=[O:26])[CH3:24].C([O-])(O)=O.[Na+], predict the reaction product. The product is: [CH2:1]([O:4][C:5]([NH:7][C@@H:8]([CH:19]([CH3:20])[CH3:21])[C:9]([NH:22][C@@H:23]([CH3:24])[C:25]([OH:27])=[O:26])=[O:11])=[O:6])[CH:2]=[CH2:3].